Dataset: NCI-60 drug combinations with 297,098 pairs across 59 cell lines. Task: Regression. Given two drug SMILES strings and cell line genomic features, predict the synergy score measuring deviation from expected non-interaction effect. (1) Drug 1: CS(=O)(=O)C1=CC(=C(C=C1)C(=O)NC2=CC(=C(C=C2)Cl)C3=CC=CC=N3)Cl. Drug 2: CC1=C2C(C(=O)C3(C(CC4C(C3C(C(C2(C)C)(CC1OC(=O)C(C(C5=CC=CC=C5)NC(=O)OC(C)(C)C)O)O)OC(=O)C6=CC=CC=C6)(CO4)OC(=O)C)OC)C)OC. Cell line: MCF7. Synergy scores: CSS=49.3, Synergy_ZIP=7.28, Synergy_Bliss=7.00, Synergy_Loewe=-3.44, Synergy_HSA=8.80. (2) Drug 1: CC(C1=C(C=CC(=C1Cl)F)Cl)OC2=C(N=CC(=C2)C3=CN(N=C3)C4CCNCC4)N. Drug 2: CC1OCC2C(O1)C(C(C(O2)OC3C4COC(=O)C4C(C5=CC6=C(C=C35)OCO6)C7=CC(=C(C(=C7)OC)O)OC)O)O. Cell line: 786-0. Synergy scores: CSS=33.8, Synergy_ZIP=14.8, Synergy_Bliss=14.4, Synergy_Loewe=4.02, Synergy_HSA=14.8. (3) Drug 1: CS(=O)(=O)C1=CC(=C(C=C1)C(=O)NC2=CC(=C(C=C2)Cl)C3=CC=CC=N3)Cl. Drug 2: N.N.Cl[Pt+2]Cl. Cell line: SK-MEL-5. Synergy scores: CSS=4.42, Synergy_ZIP=3.42, Synergy_Bliss=8.29, Synergy_Loewe=2.32, Synergy_HSA=3.60. (4) Drug 1: C1CN1C2=NC(=NC(=N2)N3CC3)N4CC4. Drug 2: COC1=CC(=CC(=C1O)OC)C2C3C(COC3=O)C(C4=CC5=C(C=C24)OCO5)OC6C(C(C7C(O6)COC(O7)C8=CC=CS8)O)O. Cell line: HS 578T. Synergy scores: CSS=53.4, Synergy_ZIP=-2.37, Synergy_Bliss=-2.87, Synergy_Loewe=-7.86, Synergy_HSA=1.37. (5) Drug 1: COC1=CC(=CC(=C1O)OC)C2C3C(COC3=O)C(C4=CC5=C(C=C24)OCO5)OC6C(C(C7C(O6)COC(O7)C8=CC=CS8)O)O. Drug 2: CN1C2=C(C=C(C=C2)N(CCCl)CCCl)N=C1CCCC(=O)O.Cl. Cell line: SW-620. Synergy scores: CSS=40.7, Synergy_ZIP=2.32, Synergy_Bliss=2.88, Synergy_Loewe=-12.3, Synergy_HSA=1.86. (6) Drug 1: CC1=C2C(C(=O)C3(C(CC4C(C3C(C(C2(C)C)(CC1OC(=O)C(C(C5=CC=CC=C5)NC(=O)OC(C)(C)C)O)O)OC(=O)C6=CC=CC=C6)(CO4)OC(=O)C)OC)C)OC. Drug 2: C1=NC2=C(N=C(N=C2N1C3C(C(C(O3)CO)O)O)F)N. Cell line: HCT116. Synergy scores: CSS=70.9, Synergy_ZIP=11.3, Synergy_Bliss=11.2, Synergy_Loewe=-3.91, Synergy_HSA=13.3. (7) Drug 1: COC1=NC(=NC2=C1N=CN2C3C(C(C(O3)CO)O)O)N. Drug 2: C1CN1C2=NC(=NC(=N2)N3CC3)N4CC4. Cell line: NCI-H226. Synergy scores: CSS=3.15, Synergy_ZIP=-0.220, Synergy_Bliss=-0.329, Synergy_Loewe=-7.87, Synergy_HSA=-3.43. (8) Drug 1: C1=C(C(=O)NC(=O)N1)N(CCCl)CCCl. Drug 2: C1CN1P(=S)(N2CC2)N3CC3. Cell line: NCI/ADR-RES. Synergy scores: CSS=11.4, Synergy_ZIP=-10.4, Synergy_Bliss=-5.04, Synergy_Loewe=-8.23, Synergy_HSA=-2.63. (9) Drug 1: C1=CC(=C2C(=C1NCCNCCO)C(=O)C3=C(C=CC(=C3C2=O)O)O)NCCNCCO. Drug 2: CS(=O)(=O)CCNCC1=CC=C(O1)C2=CC3=C(C=C2)N=CN=C3NC4=CC(=C(C=C4)OCC5=CC(=CC=C5)F)Cl. Cell line: IGROV1. Synergy scores: CSS=56.7, Synergy_ZIP=1.49, Synergy_Bliss=0.718, Synergy_Loewe=-2.17, Synergy_HSA=8.27. (10) Drug 1: CC1C(C(CC(O1)OC2CC(CC3=C2C(=C4C(=C3O)C(=O)C5=C(C4=O)C(=CC=C5)OC)O)(C(=O)CO)O)N)O.Cl. Drug 2: CC1C(C(CC(O1)OC2CC(CC3=C2C(=C4C(=C3O)C(=O)C5=CC=CC=C5C4=O)O)(C(=O)C)O)N)O. Cell line: KM12. Synergy scores: CSS=46.0, Synergy_ZIP=-0.921, Synergy_Bliss=0.315, Synergy_Loewe=2.68, Synergy_HSA=4.09.